From a dataset of Forward reaction prediction with 1.9M reactions from USPTO patents (1976-2016). Predict the product of the given reaction. (1) Given the reactants C([O:3][C:4]([C:6]1[C:7]([C:11]2[CH:16]=[CH:15][C:14]([F:17])=[CH:13][N:12]=2)=[N:8][O:9][CH:10]=1)=O)C.[H-].[Al+3].[Li+].[H-].[H-].[H-].O.[OH-].[Na+], predict the reaction product. The product is: [F:17][C:14]1[CH:15]=[CH:16][C:11]([C:7]2[C:6]([CH2:4][OH:3])=[CH:10][O:9][N:8]=2)=[N:12][CH:13]=1. (2) Given the reactants [NH2:1][C:2]1[CH:10]=[CH:9][CH:8]=[C:7]2[C:3]=1[CH:4]=[CH:5][N:6]2[CH2:11][C:12]1[C:20]2[C:15](=[N:16][CH:17]=[CH:18][CH:19]=2)[N:14]([C:21]([O:23][C:24]([CH3:27])([CH3:26])[CH3:25])=[O:22])[CH:13]=1.[Cl:28][C:29]1[CH:30]=[CH:31][C:32]([O:38][CH3:39])=[C:33]([N:35]=[C:36]=[O:37])[CH:34]=1, predict the reaction product. The product is: [O:38]([C:32]1[CH:31]=[CH:30][C:29]([Cl:28])=[CH:34][C:33]=1[NH:35][C:36]([NH:1][C:2]1[CH:10]=[CH:9][CH:8]=[C:7]2[C:3]=1[CH:4]=[CH:5][N:6]2[CH2:11][C:12]1[C:20]2[C:15](=[N:16][CH:17]=[CH:18][CH:19]=2)[N:14]([C:21]([O:23][C:24]([CH3:27])([CH3:26])[CH3:25])=[O:22])[CH:13]=1)=[O:37])[CH3:39]. (3) The product is: [CH2:7]([C:11]([CH2:22][CH:23]([CH3:25])[CH3:24])([CH2:12][OH:13])[CH2:17][OH:18])[CH:8]([CH3:10])[CH3:9]. Given the reactants [H-].[H-].[H-].[H-].[Li+].[Al+3].[CH2:7]([C:11]([CH2:22][CH:23]([CH3:25])[CH3:24])([C:17](OCC)=[O:18])[C:12](OCC)=[O:13])[CH:8]([CH3:10])[CH3:9].Cl, predict the reaction product. (4) Given the reactants CC(OI1(OC(C)=O)(OC(C)=O)OC(=O)C2C=CC=CC1=2)=O.[C:23]([O:27][C:28]([N:30]1[CH2:35][CH2:34][CH:33]([CH2:36][CH:37]([OH:47])[C:38]2[O:39][C:40]3[CH:45]=[CH:44][N:43]=[CH:42][C:41]=3[N:46]=2)[CH2:32][CH2:31]1)=[O:29])([CH3:26])([CH3:25])[CH3:24], predict the reaction product. The product is: [C:23]([O:27][C:28]([N:30]1[CH2:31][CH2:32][CH:33]([CH2:36][C:37]([C:38]2[O:39][C:40]3[CH:45]=[CH:44][N:43]=[CH:42][C:41]=3[N:46]=2)=[O:47])[CH2:34][CH2:35]1)=[O:29])([CH3:26])([CH3:24])[CH3:25]. (5) Given the reactants FC(F)(F)C(O)=O.[CH3:8][C@H:9]([O:13][C:14]1[NH:15][C:16]([NH2:25])=[C:17]2[C:21]([N:22]=1)=[N:20][C:19]([O:23][CH3:24])=[N:18]2)[CH2:10][CH2:11][CH3:12].Br[CH2:27][CH2:28][CH2:29][CH2:30]Cl.[NH:32]1[CH2:38][CH2:37][CH2:36][CH2:35][CH2:34][CH2:33]1, predict the reaction product. The product is: [N:32]1([CH2:33][CH2:34][CH2:35][CH2:36][N:20]2[C:19]([O:23][CH3:24])=[N:18][C:17]3[C:21]2=[N:22][C:14]([O:13][C@@H:9]([CH3:8])[CH2:10][CH2:11][CH3:12])=[N:15][C:16]=3[NH2:25])[CH2:38][CH2:37][CH2:30][CH2:29][CH2:28][CH2:27]1. (6) Given the reactants [NH2:1][C:2]1[CH:7]=[C:6]([NH:8][C:9](=[O:19])[C:10]2[C:15]([Cl:16])=[CH:14][C:13]([Cl:17])=[CH:12][C:11]=2[Cl:18])[CH:5]=[CH:4][N:3]=1.[CH:20]1([C:23](Cl)=[O:24])[CH2:22][CH2:21]1, predict the reaction product. The product is: [Cl:16][C:15]1[CH:14]=[C:13]([Cl:17])[CH:12]=[C:11]([Cl:18])[C:10]=1[C:9]([NH:8][C:6]1[CH:5]=[CH:4][N:3]=[C:2]([NH:1][C:23]([CH:20]2[CH2:22][CH2:21]2)=[O:24])[CH:7]=1)=[O:19]. (7) Given the reactants [Cl:1][C:2]1[CH:3]=[C:4](/[CH:9]=[CH:10]/[CH2:11]O)[CH:5]=[CH:6][C:7]=1[Cl:8].[ClH:13], predict the reaction product. The product is: [Cl:8][C:7]1[CH:6]=[CH:5][C:4](/[CH:9]=[CH:10]/[CH2:11][Cl:13])=[CH:3][C:2]=1[Cl:1]. (8) Given the reactants Br.[Br:2][C:3]1[CH:4]=[C:5](Br)[C:6]2[N:7]([CH:9]=[C:10]([C:12]([O:14][CH2:15][CH3:16])=[O:13])[N:11]=2)[CH:8]=1.[C:18]1(B(O)O)[CH:23]=[CH:22][CH:21]=[CH:20][CH:19]=1.[O-]P([O-])([O-])=O.[K+].[K+].[K+].C(OCC)(=O)C, predict the reaction product. The product is: [Br:2][C:3]1[CH:4]=[C:5]([C:18]2[CH:23]=[CH:22][CH:21]=[CH:20][CH:19]=2)[C:6]2[N:7]([CH:9]=[C:10]([C:12]([O:14][CH2:15][CH3:16])=[O:13])[N:11]=2)[CH:8]=1. (9) Given the reactants [Cl:1][C:2]1[CH:7]=[C:6]([Cl:8])[C:5]([CH2:9]Cl)=[CH:4][N:3]=1.C(N(CC)CC)C.O, predict the reaction product. The product is: [Cl:1][C:2]1[CH:7]=[C:6]([Cl:8])[C:5]([CH3:9])=[CH:4][N:3]=1.